From a dataset of Forward reaction prediction with 1.9M reactions from USPTO patents (1976-2016). Predict the product of the given reaction. (1) Given the reactants [H-].[Al+3].[Li+].[H-].[H-].[H-].[F:7][C:8]([F:19])([C:13]1[CH:18]=[CH:17][CH:16]=[CH:15][CH:14]=1)[C:9](OC)=[O:10], predict the reaction product. The product is: [F:7][C:8]([F:19])([C:13]1[CH:14]=[CH:15][CH:16]=[CH:17][CH:18]=1)[CH2:9][OH:10]. (2) Given the reactants [Br:1][C:2]1[N:6]2[N:7]=[C:8](Cl)[CH:9]=[CH:10][C:5]2=[N:4][CH:3]=1.[F:12][C:13]1[CH:14]=[C:15]([CH:18]=[CH:19][CH:20]=1)[CH2:16][NH2:17].O, predict the reaction product. The product is: [Br:1][C:2]1[N:6]2[N:7]=[C:8]([NH:17][CH2:16][C:15]3[CH:18]=[CH:19][CH:20]=[C:13]([F:12])[CH:14]=3)[CH:9]=[CH:10][C:5]2=[N:4][CH:3]=1. (3) Given the reactants Cl[C:2]1[C:11]2=[N:12][N:13](CC3C=CC(OC)=CC=3)[CH:14]=[C:10]2[C:9]2[CH:8]=[CH:7][C:6]([O:24][CH3:25])=[CH:5][C:4]=2[N:3]=1.[NH2:26][C:27]1[CH:28]=[CH:29][C:30]2[CH2:36][CH2:35][CH2:34][C:33](=[O:37])[NH:32][C:31]=2[CH:38]=1.Cl, predict the reaction product. The product is: [CH3:25][O:24][C:6]1[CH:7]=[CH:8][C:9]2[C:10]3[C:11](=[N:12][NH:13][CH:14]=3)[C:2]([NH:26][C:27]3[CH:28]=[CH:29][C:30]4[CH2:36][CH2:35][CH2:34][C:33](=[O:37])[NH:32][C:31]=4[CH:38]=3)=[N:3][C:4]=2[CH:5]=1.